From a dataset of Reaction yield outcomes from USPTO patents with 853,638 reactions. Predict the reaction yield, written as a fraction of the theoretical maximum amount of product (1.0 means a 100% yield; for example, 0.34 means a 34% yield). (1) The reactants are [Br:1][C:2]1[CH:3]=[C:4]([CH:10]=[CH:11][CH:12]=1)[O:5][CH2:6][CH:7]1[CH2:9][O:8]1.[CH2:13]1[C:22]2[C:17](=[CH:18][CH:19]=[CH:20][CH:21]=2)[CH2:16][CH2:15][NH:14]1.CC(=O)OCC. The catalyst is CO. The product is [Br:1][C:2]1[CH:3]=[C:4]([CH:10]=[CH:11][CH:12]=1)[O:5][CH2:6][CH:7]([OH:8])[CH2:9][N:14]1[CH2:15][CH2:16][C:17]2[C:22](=[CH:21][CH:20]=[CH:19][CH:18]=2)[CH2:13]1. The yield is 0.783. (2) The reactants are [N:1]1[CH:6]=[CH:5][CH:4]=[CH:3][C:2]=1[O:7][CH2:8][C:9]1[CH:16]=[CH:15][C:12]([CH:13]=O)=[CH:11][CH:10]=1.[N+:17]([CH3:20])([O-:19])=[O:18].C([O-])(=O)C.[NH4+].C(O)(=O)C. The catalyst is O. The product is [N+:17](/[CH:20]=[CH:13]/[C:12]1[CH:15]=[CH:16][C:9]([CH2:8][O:7][C:2]2[CH:3]=[CH:4][CH:5]=[CH:6][N:1]=2)=[CH:10][CH:11]=1)([O-:19])=[O:18]. The yield is 0.745. (3) The reactants are [Cl:1][C:2]1[N:6]([CH2:7][C:8]2[N:9]=[C:10]3[S:17][C:16]([CH:18]=C)=[C:15]([C:20]([NH:22][CH2:23][CH3:24])=[O:21])[N:11]3[C:12](=[O:14])[CH:13]=2)[N:5]=[C:4]([C:25]([F:28])([F:27])[F:26])[CH:3]=1.C[N+]1([O-])CC[O:33]CC1.I([O-])(=O)(=O)=O.[Na+]. The catalyst is O1CCOCC1.O.[Os](=O)(=O)(=O)=O. The product is [Cl:1][C:2]1[N:6]([CH2:7][C:8]2[N:9]=[C:10]3[S:17][C:16]([CH:18]=[O:33])=[C:15]([C:20]([NH:22][CH2:23][CH3:24])=[O:21])[N:11]3[C:12](=[O:14])[CH:13]=2)[N:5]=[C:4]([C:25]([F:26])([F:28])[F:27])[CH:3]=1. The yield is 0.280. (4) The reactants are Br[C:2]1[CH:3]=[C:4]([N:22]([CH2:29][CH3:30])[CH:23]2[CH2:28][CH2:27][O:26][CH2:25][CH2:24]2)[C:5]([CH3:21])=[C:6]([CH:20]=1)[C:7]([NH:9][CH2:10][C:11]1[C:12](=[O:19])[NH:13][C:14]([CH3:18])=[CH:15][C:16]=1[CH3:17])=[O:8].[C:31]1([CH3:40])[CH:36]=[CH:35][C:34](B(O)O)=[CH:33][CH:32]=1.C([O-])([O-])=O.[Na+].[Na+]. The catalyst is O1CCOCC1.O.C1C=CC([P]([Pd]([P](C2C=CC=CC=2)(C2C=CC=CC=2)C2C=CC=CC=2)([P](C2C=CC=CC=2)(C2C=CC=CC=2)C2C=CC=CC=2)[P](C2C=CC=CC=2)(C2C=CC=CC=2)C2C=CC=CC=2)(C2C=CC=CC=2)C2C=CC=CC=2)=CC=1. The product is [CH3:17][C:16]1[CH:15]=[C:14]([CH3:18])[NH:13][C:12](=[O:19])[C:11]=1[CH2:10][NH:9][C:7]([C:6]1[CH:20]=[C:2]([C:34]2[CH:35]=[CH:36][C:31]([CH3:40])=[CH:32][CH:33]=2)[CH:3]=[C:4]([N:22]([CH2:29][CH3:30])[CH:23]2[CH2:28][CH2:27][O:26][CH2:25][CH2:24]2)[C:5]=1[CH3:21])=[O:8]. The yield is 0.730. (5) The reactants are [OH-].[Na+].[F:3][C:4]1[CH:9]=[CH:8][CH:7]=[CH:6][C:5]=1[CH:10]([C:15]([O:17]C)=[O:16])[C:11]([O:13]C)=[O:12].Cl. The catalyst is [Cl-].C[N+](C)(C)C.O. The product is [F:3][C:4]1[CH:9]=[CH:8][CH:7]=[CH:6][C:5]=1[CH:10]([C:11]([OH:13])=[O:12])[C:15]([OH:17])=[O:16]. The yield is 0.940. (6) The reactants are [CH3:1][O:2][C:3]1[CH:11]=[CH:10][C:6]([C:7]([NH2:9])=[O:8])=[CH:5][CH:4]=1.Cl[S:13]Cl.C1[CH2:19][O:18]CC1. The yield is 0.880. The catalyst is C1(C)C=CC=CC=1. The product is [CH3:1][O:2][C:3]1[CH:11]=[CH:10][C:6]([C:7]2[O:8][C:19](=[O:18])[S:13][N:9]=2)=[CH:5][CH:4]=1. (7) No catalyst specified. The reactants are [OH:1][C:2]1[CH:8]=[C:7]([N+:9]([O-:11])=[O:10])[CH:6]=[CH:5][C:3]=1[NH2:4].[CH3:12][S:13][C:14]1[CH:19]=[CH:18][CH:17]=[CH:16][C:15]=1[N:20]=[C:21]=[O:22]. The product is [OH:1][C:2]1[CH:8]=[C:7]([N+:9]([O-:11])=[O:10])[CH:6]=[CH:5][C:3]=1[NH:4][C:21]([NH:20][C:15]1[CH:16]=[CH:17][CH:18]=[CH:19][C:14]=1[S:13][CH3:12])=[O:22]. The yield is 0.610.